From a dataset of Experimentally validated miRNA-target interactions with 360,000+ pairs, plus equal number of negative samples. Binary Classification. Given a miRNA mature sequence and a target amino acid sequence, predict their likelihood of interaction. (1) The miRNA is mmu-miR-30e-5p with sequence UGUAAACAUCCUUGACUGGAAG. Result: 1 (interaction). The protein sequence of the target gene is MVLLKEYRVILPVSVDEYQVGQLYSVAEASKNETGGGEGVEVLVNEPYEKDDGEKGQYTHKIYHLQSKVPTFVRMLAPEGALNIHEKAWNAYPYCRTVITNEYMKEDFLIKIETWHKPDLGTQENVHKLEPEAWKHVEAIYIDIADRSQVLSKDYKAEEDPAKFKSVKTGRGPLGPNWKQELVNQKDCPYMCAYKLVTVKFKWWGLQNKVENFIHKQEKRLFTNFHRQLFCWLDKWVDLTMDDIRRMEEETKRQLDEMRQKDPVKGMTADD. (2) The miRNA is dme-miR-13a-3p with sequence UAUCACAGCCAUUUUGAUGAGU. The protein sequence of the target gene is MDLRHLLFTLALVCANDSLSASDDLLQWPQISKCRSPELETFSCYWTDGKVTTSGTIQLLYMKRSDEDWKECPDYITAGENSCYFNTSYTSIWIPYCVKLANKDEVFDEKCFSVDEIVLPDPPVHLNWTLLNTSQTGIHGDIQVRWDPPPTADVQKGWITLEYELQYKEVNETKWKELEPRLSTVVPLYSLKMGRDYEIRVRSRQRTSEKFGEFSEILYVSFTQAGIEFVHCAEEIEFPWFLVVVFGVCGLAVTAILILLSKQPRLKMLIFPPVPVPKIKGIDPDLLKKGKLDEVNSILA.... Result: 0 (no interaction). (3) The miRNA is mmu-miR-30e-5p with sequence UGUAAACAUCCUUGACUGGAAG. The protein sequence of the target gene is MADGNEDARAEDLPGPAFENYEAMELACPAERSGHVAVSDGRHMFVWGGYKSNQVRGLYDFYLPREELWIYNMETGRWKKINTEGDVPPSMSGSCAVCVDRVLYLFGGHHSRGNTNKFYMLDSRSADRGLQWERIDCQGIPPSSKDKLGVWVYKNKLIFFGGYGYLPEDKVLGTFEFDETSFWNSSHPRGWNDHVHILDTETFAWSQPITTGKAPSPRAAHACATVGNKGFVFGGRYRDARMNDLHYLNLDTWEWNELIPQGVCPVGRSWHSLTPVSSDHLFLFGGFTTEKQPLSDAWTY.... Result: 1 (interaction). (4) The miRNA is mmu-miR-3108-5p with sequence GUCUCUAAAGCUAGACGUUCCGG. The protein sequence of the target gene is MNGAPSPEDGASPSSPPLPPPPPPSWREFCESHARAAALDFARRFRLYLASHPQYAGPGAEAAFSRRFAELFLQHFEAEVARASGSLSPPILAPLSPGAEISPHDLSLESCRVGGPLAVLGPSRSSEDLAGPLPSSVSSSSTTSSKPKLKKRFSLRSVGRSVRGSVRGILQWRGTVDPPSSAGPLETSSGPPVLGGNSNSNSSGGAGTVGRGLVSDGTSPGERWTHRFERLRLSRGGGALKDGAGMVQREELLSFMGAEEAAPDPAGVGRGGGVAGPPSGGGGQPQWQKCRLLLRSEGEG.... Result: 0 (no interaction). (5) Result: 0 (no interaction). The miRNA is dre-miR-218a with sequence UUGUGCUUGAUCUAACCAUGUG. The protein sequence of the target gene is MGWGGGGGCTPRPPIHQQPPERRVVTVVFLGLLLDLLAFTLLLPLLPGLLESHGRAHDPLYGSWQGGVDWFATAIGMPVEKRYNSVLFGGLIGSAFSVLQFLCAPLTGATSDCLGRRPVMLLCLMGVATSYAVWATSRSFAAFLASRLIGGISKGNVSLSTAIVADLGSPLARSQGMAVIGVAFSLGFTLGPMLGASLPLEMAPWFALLFAASDLLFIFCFLPETLPLEKRAPSIALGFRDAADLLSPLALLRFSAVARGQDPPSGDRLSSLRRLGLVYFLYLFLFSGLEYTLSFLTHQR....